Dataset: Full USPTO retrosynthesis dataset with 1.9M reactions from patents (1976-2016). Task: Predict the reactants needed to synthesize the given product. The reactants are: [C:1]([O:5][C:6]([N:8]1[CH2:13][CH2:12][NH:11][CH2:10][CH2:9]1)=[O:7])([CH3:4])([CH3:3])[CH3:2].O.[C:15]1(=O)[CH2:18][CH2:17][CH2:16]1.C([BH3-])#N.[Na+]. Given the product [C:1]([O:5][C:6]([N:8]1[CH2:13][CH2:12][N:11]([CH:15]2[CH2:18][CH2:17][CH2:16]2)[CH2:10][CH2:9]1)=[O:7])([CH3:4])([CH3:2])[CH3:3], predict the reactants needed to synthesize it.